This data is from Forward reaction prediction with 1.9M reactions from USPTO patents (1976-2016). The task is: Predict the product of the given reaction. (1) Given the reactants Br[C:2]1[CH:7]=[CH:6][C:5]([C:8]2[N:13]=[N:12][C:11]([O:14][C@@H:15]3[CH:20]4[CH2:21][CH2:22][N:17]([CH2:18][CH2:19]4)[CH2:16]3)=[CH:10][CH:9]=2)=[CH:4][CH:3]=1.[C:23](=[NH:36])([C:30]1[CH:35]=[CH:34][CH:33]=[CH:32][CH:31]=1)[C:24]1[CH:29]=[CH:28][CH:27]=[CH:26][CH:25]=1.CC1(C)C2C(=C(P(C3C=CC=CC=3)C3C=CC=CC=3)C=CC=2)OC2C(P(C3C=CC=CC=3)C3C=CC=CC=3)=CC=CC1=2.C(O[Na])(C)(C)C, predict the reaction product. The product is: [N:17]12[CH2:22][CH2:21][CH:20]([CH2:19][CH2:18]1)[C@@H:15]([O:14][C:11]1[N:12]=[N:13][C:8]([C:5]3[CH:6]=[CH:7][C:2]([N:36]=[C:23]([C:24]4[CH:29]=[CH:28][CH:27]=[CH:26][CH:25]=4)[C:30]4[CH:35]=[CH:34][CH:33]=[CH:32][CH:31]=4)=[CH:3][CH:4]=3)=[CH:9][CH:10]=1)[CH2:16]2. (2) Given the reactants C([CH:4]1[CH2:7][CH:6]([N:8]2[C:13](=[O:14])[C:12]([CH2:15][C:16]3[CH:21]=[CH:20][C:19]([C:22]4[C:23]([C:28]#[N:29])=[CH:24][CH:25]=[CH:26][CH:27]=4)=[CH:18][C:17]=3[F:30])=[C:11]([CH2:31][CH2:32][CH3:33])[N:10]3[N:34]=[CH:35][N:36]=[C:9]23)[CH2:5]1)(=O)C.OO.FC(F)(F)C(OC(=O)C(F)(F)F)=[O:42].C(=O)([O-])O.[Na+].S([O-])([O-])(=O)=S.[Na+].[Na+].CC(OI1(OC(C)=O)(OC(C)=O)OC(=O)C2C=CC=CC1=2)=O, predict the reaction product. The product is: [F:30][C:17]1[CH:18]=[C:19]([C:22]2[C:23]([C:28]#[N:29])=[CH:24][CH:25]=[CH:26][CH:27]=2)[CH:20]=[CH:21][C:16]=1[CH2:15][C:12]1[C:13](=[O:14])[N:8]([C@H:6]2[CH2:5][C@@H:4]([OH:42])[CH2:7]2)[C:9]2[N:10]([N:34]=[CH:35][N:36]=2)[C:11]=1[CH2:31][CH2:32][CH3:33].